From a dataset of Reaction yield outcomes from USPTO patents with 853,638 reactions. Predict the reaction yield, written as a fraction of the theoretical maximum amount of product (1.0 means a 100% yield; for example, 0.34 means a 34% yield). (1) The catalyst is C(Cl)Cl.CCOC(C)=O. The yield is 0.780. The reactants are [CH2:1]1[C:4]2([CH2:8][CH2:7][NH:6][CH2:5]2)[CH2:3][N:2]1[C:9]([O:11][C:12]([CH3:15])([CH3:14])[CH3:13])=[O:10].CCN(CC)CC.Cl[C:24]([O:26][CH3:27])=[O:25]. The product is [CH2:1]1[C:4]2([CH2:8][CH2:7][N:6]([C:24]([O:26][CH3:27])=[O:25])[CH2:5]2)[CH2:3][N:2]1[C:9]([O:11][C:12]([CH3:15])([CH3:14])[CH3:13])=[O:10]. (2) The reactants are [Br:1][C:2]1[C:7]([C:8]([OH:10])=[O:9])=[C:6]([CH3:11])[C:5]([O:12][CH:13]([CH3:15])[CH3:14])=[CH:4][CH:3]=1.[C:16](Cl)(=O)C(Cl)=O.CN(C=O)C. The catalyst is C(Cl)Cl. The product is [Br:1][C:2]1[C:7]([C:8]([O:10][CH3:16])=[O:9])=[C:6]([CH3:11])[C:5]([O:12][CH:13]([CH3:15])[CH3:14])=[CH:4][CH:3]=1. The yield is 0.650. (3) The reactants are [C:1]([O-])([O-])=O.[K+].[K+].[CH2:7]([O:19][C:20]1[CH:21]=[C:22]([CH:25]=[CH:26][C:27]=1[O:28][CH2:29][CH2:30][CH2:31][CH2:32][CH2:33][CH2:34][CH2:35][CH2:36][CH2:37][CH2:38][CH2:39][CH3:40])[CH:23]=O)[CH2:8][CH2:9][CH2:10][CH2:11][CH2:12][CH2:13][CH2:14][CH2:15][CH2:16][CH2:17][CH3:18]. The catalyst is O1CCOCC1.O. The product is [CH2:29]([O:28][C:27]1[CH:26]=[CH:25][C:22]([CH:23]=[CH2:1])=[CH:21][C:20]=1[O:19][CH2:7][CH2:8][CH2:9][CH2:10][CH2:11][CH2:12][CH2:13][CH2:14][CH2:15][CH2:16][CH2:17][CH3:18])[CH2:30][CH2:31][CH2:32][CH2:33][CH2:34][CH2:35][CH2:36][CH2:37][CH2:38][CH2:39][CH3:40]. The yield is 0.656. (4) The reactants are [NH2:1][C:2]1[NH:6][N:5]=[N:4][N:3]=1.C(N(CC)CC)C.[C:14]1([CH:24]=O)[C:23]2[C:18](=[CH:19][CH:20]=[CH:21][CH:22]=2)[CH:17]=[CH:16][CH:15]=1.[C:26]([O:32][CH2:33][CH3:34])(=[O:31])[CH2:27][C:28]([CH3:30])=O. The catalyst is C(O)C. The product is [CH3:30][C:28]1[NH:1][C:2]2[N:3]([N:4]=[N:5][N:6]=2)[CH:24]([C:14]2[C:23]3[C:18](=[CH:19][CH:20]=[CH:21][CH:22]=3)[CH:17]=[CH:16][CH:15]=2)[C:27]=1[C:26]([O:32][CH2:33][CH3:34])=[O:31]. The yield is 0.560. (5) The reactants are [Br:1][C:2]1[CH:3]=[N:4][C:5](Cl)=[N:6][CH:7]=1.[CH3:9][C@H:10]1[NH:15][C@@H:14]([CH3:16])[CH2:13][N:12]([C:17]2[CH:23]=[CH:22][C:20]([NH2:21])=[CH:19][CH:18]=2)[CH2:11]1.C(O)(C(F)(F)F)=O. The catalyst is CC(O)C. The product is [Br:1][C:2]1[CH:3]=[N:4][C:5]([NH:21][C:20]2[CH:19]=[CH:18][C:17]([N:12]3[CH2:11][C@H:10]([CH3:9])[NH:15][C@H:14]([CH3:16])[CH2:13]3)=[CH:23][CH:22]=2)=[N:6][CH:7]=1. The yield is 0.749. (6) The catalyst is C1COCC1. The reactants are [F:1][C:2]1[CH:8]=[C:7]([B:9]2[O:13][C:12]([CH3:15])([CH3:14])[C:11]([CH3:17])([CH3:16])[O:10]2)[CH:6]=[C:5]([F:18])[C:3]=1[NH2:4].[F:19][C:20]1[CH:25]=[CH:24][C:23]([C:26]([F:29])([F:28])[F:27])=[CH:22][C:21]=1[N:30]=[C:31]=[O:32]. The yield is 0.710. The product is [F:18][C:5]1[CH:6]=[C:7]([B:9]2[O:13][C:12]([CH3:14])([CH3:15])[C:11]([CH3:17])([CH3:16])[O:10]2)[CH:8]=[C:2]([F:1])[C:3]=1[NH:4][C:31]([NH:30][C:21]1[CH:22]=[C:23]([C:26]([F:27])([F:29])[F:28])[CH:24]=[CH:25][C:20]=1[F:19])=[O:32]. (7) The yield is 0.860. The reactants are C1N=CN([C:6](N2C=NC=C2)=[O:7])C=1.[NH2:13][C:14]1[N:18]([C:19]2[CH:24]=[CH:23][CH:22]=[CH:21][CH:20]=2)[NH:17][C:16](=[O:25])[C:15]=1[CH3:26].CCN(C(C)C)C(C)C.Cl.Cl.[Cl:38][C:39]1[CH:44]=[CH:43][C:42]([C@@H:45]2[CH2:49][N:48]([CH2:50][CH2:51][O:52][CH3:53])[CH2:47][C@H:46]2[NH2:54])=[CH:41][C:40]=1[F:55]. The catalyst is CN(C=O)C. The product is [Cl:38][C:39]1[CH:44]=[CH:43][C:42]([C@@H:45]2[CH2:49][N:48]([CH2:50][CH2:51][O:52][CH3:53])[CH2:47][C@H:46]2[NH:54][C:6]([NH:13][C:14]2[N:18]([C:19]3[CH:24]=[CH:23][CH:22]=[CH:21][CH:20]=3)[NH:17][C:16](=[O:25])[C:15]=2[CH3:26])=[O:7])=[CH:41][C:40]=1[F:55].